From a dataset of Catalyst prediction with 721,799 reactions and 888 catalyst types from USPTO. Predict which catalyst facilitates the given reaction. (1) Product: [C:1]([O:5][C:6]([N:8]([CH2:10][C:11]1[CH:12]=[CH:13][C:14]([NH:17][C:18]2[S:19][C:20]([S:23][C:24]3[CH:29]=[CH:28][N:27]=[C:26]([C:30]([OH:32])=[O:31])[C:25]=3[F:34])=[CH:21][N:22]=2)=[N:15][CH:16]=1)[CH3:9])=[O:7])([CH3:4])([CH3:2])[CH3:3]. The catalyst class is: 1. Reactant: [C:1]([O:5][C:6]([N:8]([CH2:10][C:11]1[CH:12]=[CH:13][C:14]([NH:17][C:18]2[S:19][C:20]([S:23][C:24]3[CH:29]=[CH:28][N:27]=[C:26]([C:30]([O:32]C)=[O:31])[C:25]=3[F:34])=[CH:21][N:22]=2)=[N:15][CH:16]=1)[CH3:9])=[O:7])([CH3:4])([CH3:3])[CH3:2].[OH-].[Na+].O.Cl. (2) Reactant: [F:1][C:2]1[CH:3]=[C:4]([N:9]2[C:13]([CH3:15])([CH3:14])[C:12](=[O:16])[N:11]([C:17]3[CH:24]=[CH:23][C:20]([C:21]#[N:22])=[C:19]([C:25]([F:28])([F:27])[F:26])[CH:18]=3)[C:10]2=[S:29])[CH:5]=[CH:6][C:7]=1[OH:8].[C:30]([O:34][CH3:35])(=[O:33])[CH2:31]O.C1(P(C2C=CC=CC=2)C2C=CC=CC=2)C=CC=CC=1.N(C(OC(C)C)=O)=NC(OC(C)C)=O. Product: [C:21]([C:20]1[CH:23]=[CH:24][C:17]([N:11]2[C:12](=[O:16])[C:13]([CH3:14])([CH3:15])[N:9]([C:4]3[CH:5]=[CH:6][C:7]([O:8][CH2:31][C:30]([O:34][CH3:35])=[O:33])=[C:2]([F:1])[CH:3]=3)[C:10]2=[S:29])=[CH:18][C:19]=1[C:25]([F:26])([F:27])[F:28])#[N:22]. The catalyst class is: 4.